Dataset: CYP1A2 inhibition data for predicting drug metabolism from PubChem BioAssay. Task: Regression/Classification. Given a drug SMILES string, predict its absorption, distribution, metabolism, or excretion properties. Task type varies by dataset: regression for continuous measurements (e.g., permeability, clearance, half-life) or binary classification for categorical outcomes (e.g., BBB penetration, CYP inhibition). Dataset: cyp1a2_veith. (1) The compound is CCCCN1C(=O)/C(=C/c2ccc(N(C)C)cc2)C(=O)N(Cc2ccco2)C1=O. The result is 1 (inhibitor). (2) The compound is NCCCS(=O)(=O)[O-].[Na+]. The result is 0 (non-inhibitor). (3) The molecule is Cc1noc(C)c1C(=O)N1CCC[C@@]2(CCN(CC(C)C)C2)C1. The result is 0 (non-inhibitor). (4) The compound is Cc1cnc(C(=O)NCCc2ccc(S(=O)(=O)NC(=O)NC3CCCCC3)cc2)cn1. The result is 0 (non-inhibitor). (5) The molecule is Cc1ccc(S(=O)(=O)/N=C2/NC(=O)/C(=C/c3cccnc3)S2)cc1. The result is 0 (non-inhibitor). (6) The molecule is NS(=O)(=O)c1ccc(CCNC(=O)CSc2ccccc2)cc1. The result is 0 (non-inhibitor). (7) The result is 1 (inhibitor). The molecule is CS(=O)(=O)Nc1cccc(-c2cncnc2NCc2cccs2)c1. (8) The drug is COCCNc1nc(-c2ccccc2CN(C)C)nc2ccccc12. The result is 1 (inhibitor). (9) The molecule is O=c1c(-c2ccccc2)nc2cnc(N3CCOCC3)nc2n1C[C@H]1CCCO1. The result is 1 (inhibitor). (10) The drug is CCON=C1C(C)(C)C(C)(C)C(C)(C)C1(C)C. The result is 0 (non-inhibitor).